Predict the reactants needed to synthesize the given product. From a dataset of Full USPTO retrosynthesis dataset with 1.9M reactions from patents (1976-2016). (1) Given the product [Si:1]([O:8][C@H:9]1[C@H:14]([O:15][Si:16]([C:19]([CH3:22])([CH3:21])[CH3:20])([CH3:17])[CH3:18])[CH2:13][CH2:12][NH:11][CH2:10]1)([C:4]([CH3:7])([CH3:6])[CH3:5])([CH3:3])[CH3:2].[Si:33]([O:40][C@@H:41]1[C@@H:46]([O:47][Si:48]([C:51]([CH3:54])([CH3:53])[CH3:52])([CH3:50])[CH3:49])[CH2:45][CH2:44][N:43]([C:55]([O:57][CH2:58][C:59]2[CH:60]=[CH:61][CH:62]=[CH:63][CH:64]=2)=[O:56])[CH2:42]1)([C:36]([CH3:37])([CH3:38])[CH3:39])([CH3:35])[CH3:34], predict the reactants needed to synthesize it. The reactants are: [Si:1]([O:8][C@H:9]1[C@H:14]([O:15][Si:16]([C:19]([CH3:22])([CH3:21])[CH3:20])([CH3:18])[CH3:17])[CH2:13][CH2:12][N:11](C(OCC2C=CC=CC=2)=O)[CH2:10]1)([C:4]([CH3:7])([CH3:6])[CH3:5])([CH3:3])[CH3:2].[Si:33]([O:40][C@@H:41]1[C@@H:46]([O:47][Si:48]([C:51]([CH3:54])([CH3:53])[CH3:52])([CH3:50])[CH3:49])[CH2:45][CH2:44][N:43]([C:55]([O:57][CH2:58][C:59]2[CH:64]=[CH:63][CH:62]=[CH:61][CH:60]=2)=[O:56])[CH2:42]1)([C:36]([CH3:39])([CH3:38])[CH3:37])([CH3:35])[CH3:34]. (2) Given the product [Cl:11][C:12]1[CH:17]=[C:16]([CH:15]=[CH:14][C:13]=1[O:10][C:5]1[CH:6]=[CH:7][CH:8]=[C:9]2[C:4]=1[CH:3]=[N:2][NH:1]2)[NH2:18], predict the reactants needed to synthesize it. The reactants are: [NH:1]1[C:9]2[CH:8]=[CH:7][CH:6]=[C:5]([OH:10])[C:4]=2[CH:3]=[N:2]1.[Cl:11][C:12]1[CH:17]=[C:16]([N+:18]([O-])=O)[CH:15]=[CH:14][C:13]=1F.C(=O)([O-])[O-].[K+].[K+].CN(C)C=O. (3) The reactants are: [CH2:1]([C:3]([C:24]1[CH:37]=[CH:36][C:27]([O:28][CH2:29][CH:30]2[O:34][C:33](=[O:35])[CH2:32][CH2:31]2)=[C:26]([CH3:38])[CH:25]=1)([C:6]1[CH:11]=[CH:10][C:9]([C:12]#[C:13][CH:14]([OH:22])[C:15]2([CH3:21])[CH2:20][CH2:19][CH2:18][CH2:17][CH2:16]2)=[C:8]([CH3:23])[CH:7]=1)[CH2:4][CH3:5])[CH3:2].[OH-:39].[K+]. Given the product [CH2:1]([C:3]([C:24]1[CH:37]=[CH:36][C:27]([O:28][CH2:29][C@H:30]([OH:34])[CH2:31][CH2:32][C:33]([OH:39])=[O:35])=[C:26]([CH3:38])[CH:25]=1)([C:6]1[CH:11]=[CH:10][C:9]([C:12]#[C:13][CH:14]([OH:22])[C:15]2([CH3:21])[CH2:20][CH2:19][CH2:18][CH2:17][CH2:16]2)=[C:8]([CH3:23])[CH:7]=1)[CH2:4][CH3:5])[CH3:2], predict the reactants needed to synthesize it.